This data is from Reaction yield outcomes from USPTO patents with 853,638 reactions. The task is: Predict the reaction yield, written as a fraction of the theoretical maximum amount of product (1.0 means a 100% yield; for example, 0.34 means a 34% yield). (1) The reactants are [CH2:1]([N:8]1[CH2:13][CH2:12][CH:11]([NH:14][C:15]2[N:16]=[N:17][C:18](Cl)=[CH:19][CH:20]=2)[CH2:10][CH2:9]1)[C:2]1[CH:7]=[CH:6][CH:5]=[CH:4][CH:3]=1.[CH3:22][N:23](C)C=O. The catalyst is [C-]#N.[Zn+2].[C-]#N.C1C=CC([P]([Pd]([P](C2C=CC=CC=2)(C2C=CC=CC=2)C2C=CC=CC=2)([P](C2C=CC=CC=2)(C2C=CC=CC=2)C2C=CC=CC=2)[P](C2C=CC=CC=2)(C2C=CC=CC=2)C2C=CC=CC=2)(C2C=CC=CC=2)C2C=CC=CC=2)=CC=1. The product is [CH2:1]([N:8]1[CH2:13][CH2:12][CH:11]([NH:14][C:15]2[N:16]=[N:17][C:18]([C:22]#[N:23])=[CH:19][CH:20]=2)[CH2:10][CH2:9]1)[C:2]1[CH:7]=[CH:6][CH:5]=[CH:4][CH:3]=1. The yield is 0.360. (2) The reactants are [CH2:1]([NH:4][C:5](=[O:11])[O:6][C:7]([CH3:10])([CH3:9])[CH3:8])[CH:2]=[CH2:3].C12BC(CCC1)CCC2.Br[C:22]1[CH:23]=[C:24]([C:29]2[CH:30]=[C:31]3[C:36](=[C:37]([NH2:39])[N:38]=2)[CH:35]=[N:34][C:33]2[CH:40]=[C:41]([O:46][CH3:47])[C:42]([O:44][CH3:45])=[CH:43][C:32]3=2)[CH:25]=[C:26]([F:28])[CH:27]=1.C(=O)([O-])[O-].[Cs+].[Cs+]. The catalyst is C1COCC1.CN(C=O)C.O.C1C=CC(P(C2C=CC=CC=2)[C-]2C=CC=C2)=CC=1.C1C=CC(P(C2C=CC=CC=2)[C-]2C=CC=C2)=CC=1.Cl[Pd]Cl.[Fe+2]. The product is [NH2:39][C:37]1[N:38]=[C:29]([C:24]2[CH:23]=[C:22]([CH2:3][CH2:2][CH2:1][NH:4][C:5](=[O:11])[O:6][C:7]([CH3:10])([CH3:9])[CH3:8])[CH:27]=[C:26]([F:28])[CH:25]=2)[CH:30]=[C:31]2[C:36]=1[CH:35]=[N:34][C:33]1[CH:40]=[C:41]([O:46][CH3:47])[C:42]([O:44][CH3:45])=[CH:43][C:32]2=1. The yield is 0.677. (3) The reactants are C([N:4]1[C:13]2[C:8](=[CH:9][CH:10]=[C:11]([C:14]3[S:15][C:16]([C:24]4[CH:29]=[CH:28][C:27]([O:30][CH3:31])=[CH:26][CH:25]=4)=[C:17]([C:19]([O:21]CC)=[O:20])[N:18]=3)[CH:12]=2)[CH2:7][CH2:6][CH2:5]1)(=O)C.[OH-].[K+].CO. The product is [CH3:31][O:30][C:27]1[CH:28]=[CH:29][C:24]([C:16]2[S:15][C:14]([C:11]3[CH:12]=[C:13]4[C:8]([CH2:7][CH2:6][CH2:5][NH:4]4)=[CH:9][CH:10]=3)=[N:18][C:17]=2[C:19]([OH:21])=[O:20])=[CH:25][CH:26]=1. The catalyst is O. The yield is 0.860.